From a dataset of Peptide-MHC class II binding affinity with 134,281 pairs from IEDB. Regression. Given a peptide amino acid sequence and an MHC pseudo amino acid sequence, predict their binding affinity value. This is MHC class II binding data. (1) The peptide sequence is MDYFIRMWNQAALAM. The MHC is HLA-DPA10103-DPB10401 with pseudo-sequence HLA-DPA10103-DPB10401. The binding affinity (normalized) is 0.398. (2) The MHC is H-2-IAb with pseudo-sequence H-2-IAb. The peptide sequence is LAQILMDNDLAATND. The binding affinity (normalized) is 0. (3) The peptide sequence is HHLVEFEPPHAATIR. The MHC is DRB1_0101 with pseudo-sequence DRB1_0101. The binding affinity (normalized) is 0.374.